From a dataset of Forward reaction prediction with 1.9M reactions from USPTO patents (1976-2016). Predict the product of the given reaction. (1) Given the reactants Br[C:2]1[CH:3]=[N:4][C:5](Cl)=[C:6]([CH:9]=1)[C:7]#[N:8].[CH3:11][N:12]([CH:20]1[CH2:25][CH2:24][N:23](C2N=CC(B3OC(C)(C)C(C)(C)O3)=CN=2)[CH2:22][CH2:21]1)[C:13](=[O:19])[O:14][C:15]([CH3:18])([CH3:17])[CH3:16].Br[C:42]1[CH:47]=[CH:46][C:45]([N:48]2[C:52](=[O:53])[N:51]([CH:54]([CH3:56])[CH3:55])[N:50]=[CH:49]2)=[C:44]([F:57])[CH:43]=1.BrC1C=CC(N2C(=O)N(CCC)N=C2)=C(F)C=1, predict the reaction product. The product is: [C:7]([C:6]1[C:5]([N:23]2[CH2:22][CH2:21][CH:20]([N:12]([CH3:11])[C:13](=[O:19])[O:14][C:15]([CH3:16])([CH3:17])[CH3:18])[CH2:25][CH2:24]2)=[N:4][CH:3]=[C:2]([C:42]2[CH:47]=[CH:46][C:45]([N:48]3[C:52](=[O:53])[N:51]([CH:54]([CH3:55])[CH3:56])[N:50]=[CH:49]3)=[C:44]([F:57])[CH:43]=2)[CH:9]=1)#[N:8]. (2) Given the reactants F[P-](F)(F)(F)(F)F.N1(OC(N(C)C)=[N+](C)C)C2N=CC=CC=2N=N1.C(OC([NH:32][C:33]1([C:48]([OH:50])=O)[CH2:38][CH2:37][N:36]([C:39]2[C:40]3[CH:47]=[CH:46][NH:45][C:41]=3[N:42]=[CH:43][N:44]=2)[CH2:35][CH2:34]1)=O)(C)(C)C.[Cl:51][C:52]1[CH:57]=[CH:56][C:55]([C@@H:58]([NH2:60])[CH3:59])=[CH:54][CH:53]=1.CCN(C(C)C)C(C)C, predict the reaction product. The product is: [NH2:32][C:33]1([C:48]([NH:60][C@H:58]([C:55]2[CH:56]=[CH:57][C:52]([Cl:51])=[CH:53][CH:54]=2)[CH3:59])=[O:50])[CH2:34][CH2:35][N:36]([C:39]2[C:40]3[CH:47]=[CH:46][NH:45][C:41]=3[N:42]=[CH:43][N:44]=2)[CH2:37][CH2:38]1. (3) Given the reactants [Cl:1][C:2]1[CH:7]=[CH:6][C:5]([C:8]2[S:9][CH:10]=[C:11]([CH2:13][S:14][C:15]3[C:20]([C:21]#[N:22])=[C:19]([C:23]4[CH:28]=[CH:27][C:26]([O:29][CH2:30][CH2:31][OH:32])=[CH:25][CH:24]=4)[C:18]([C:33]#[N:34])=[CH:17][N:16]=3)[N:12]=2)=[CH:4][CH:3]=1.[CH2:35]([NH:37][CH3:38])[CH3:36].O, predict the reaction product. The product is: [Cl:1][C:2]1[CH:3]=[CH:4][C:5]([C:8]2[S:9][CH:10]=[C:11]([CH2:13][S:14][C:15]3[C:20]([C:21]#[N:22])=[C:19]([C:23]4[CH:28]=[CH:27][C:26]([O:29][CH2:30][CH2:31][OH:32])=[CH:25][CH:24]=4)[C:18]([C:33]#[N:34])=[C:17]([N:37]([CH2:35][CH3:36])[CH3:38])[N:16]=3)[N:12]=2)=[CH:6][CH:7]=1. (4) Given the reactants [Cl:1][C:2]1[N:7]=[C:6]([C:8]2[S:9][CH:10]=[CH:11][C:12]=2Cl)[CH:5]=[C:4]([N:14]2[CH2:19][CH2:18][N:17]([CH3:20])[CH2:16][CH2:15]2)[N:3]=1, predict the reaction product. The product is: [Cl:1][C:2]1[N:3]=[C:4]([N:14]2[CH2:15][CH2:16][N:17]([CH3:20])[CH2:18][CH2:19]2)[CH:5]=[C:6]([C:8]2[S:9][CH:10]=[CH:11][CH:12]=2)[N:7]=1. (5) The product is: [Cl:29][C:20]1[CH:21]=[CH:22][CH:23]=[C:24]([C:25]([F:27])([F:26])[F:28])[C:19]=1[C:18]1[S:15](=[O:17])(=[O:16])[CH:12]([CH2:13][CH3:14])[C:11]2[N:10]=[CH:9][CH:8]=[N:7][C:6]=2[C:4]=1[OH:3]. Given the reactants C([O:3][C:4]([C:6]1[C:11]([CH:12]([S:15]([CH2:18][C:19]2[C:24]([C:25]([F:28])([F:27])[F:26])=[CH:23][CH:22]=[CH:21][C:20]=2[Cl:29])(=[O:17])=[O:16])[CH2:13][CH3:14])=[N:10][CH:9]=[CH:8][N:7]=1)=O)C.C(=O)([O-])[O-].[K+].[K+], predict the reaction product. (6) Given the reactants [NH2:1][CH2:2][C:3]1[O:4][CH:5]=[C:6]([O:10][CH2:11][C:12]2[CH:17]=[CH:16][CH:15]=[CH:14][CH:13]=2)[C:7](=[O:9])[CH:8]=1.[Cl:18][C:19]1[CH:20]=[C:21]([S:25](Cl)(=[O:27])=[O:26])[CH:22]=[CH:23][CH:24]=1.C(OC1C(=O)C=C(CNS(C2C=CC=CC=2)(=O)=O)OC=1)C1C=CC=CC=1, predict the reaction product. The product is: [CH2:11]([O:10][C:6]1[C:7](=[O:9])[CH:8]=[C:3]([CH2:2][NH:1][S:25]([C:21]2[CH:22]=[CH:23][CH:24]=[C:19]([Cl:18])[CH:20]=2)(=[O:27])=[O:26])[O:4][CH:5]=1)[C:12]1[CH:17]=[CH:16][CH:15]=[CH:14][CH:13]=1. (7) Given the reactants [CH3:1][C:2]([CH3:5])([O-:4])[CH3:3].[K+].[CH2:7]([NH:9][C:10](=[O:18])[C:11]1[CH:16]=[CH:15][CH:14]=[CH:13][C:12]=1I)[CH3:8], predict the reaction product. The product is: [CH2:7]([NH:9][C:10](=[O:18])[C:11]1[CH:16]=[CH:15][CH:14]=[CH:13][C:12]=1[O:4][C:2]([CH3:5])([CH3:3])[CH3:1])[CH3:8].